Predict the product of the given reaction. From a dataset of Forward reaction prediction with 1.9M reactions from USPTO patents (1976-2016). (1) The product is: [CH3:1][C:2]1([CH3:12])[C:6]2[C:7]([O:11][C:14]3[N:19]=[CH:18][C:17]([N+:20]([O-:22])=[O:21])=[CH:16][N:15]=3)=[CH:8][CH:9]=[CH:10][C:5]=2[O:4][CH2:3]1. Given the reactants [CH3:1][C:2]1([CH3:12])[C:6]2=[C:7]([OH:11])[CH:8]=[CH:9][CH:10]=[C:5]2[O:4][CH2:3]1.Cl[C:14]1[N:19]=[CH:18][C:17]([N+:20]([O-:22])=[O:21])=[CH:16][N:15]=1, predict the reaction product. (2) The product is: [CH:45]1([C:48]([N:8]2[CH2:9][CH2:10][N:5]([C:11]3[CH:16]=[CH:15][C:14]([NH:17][C:18]([N:20]4[CH2:28][C:27]5[C:22](=[CH:23][CH:24]=[CH:25][CH:26]=5)[CH2:21]4)=[O:19])=[CH:13][CH:12]=3)[CH2:6][CH2:7]2)=[O:53])[CH2:46][CH2:47]1. Given the reactants C(Cl)(=O)C.[N:5]1([C:11]2[CH:16]=[CH:15][C:14]([NH:17][C:18]([N:20]3[CH2:28][C:27]4[C:22](=[CH:23][CH:24]=[CH:25][CH:26]=4)[CH2:21]3)=[O:19])=[CH:13][CH:12]=2)[CH2:10][CH2:9][NH:8][CH2:7][CH2:6]1.NC1C=C2C(=CC=1)CN(C(NC1[CH:47]=[CH:46][C:45]([C:48](=[O:53])NCCC)=CC=1)=O)C2, predict the reaction product.